This data is from Forward reaction prediction with 1.9M reactions from USPTO patents (1976-2016). The task is: Predict the product of the given reaction. (1) Given the reactants C(C1C=CC(C2C=C(C)SC=2CO)=CC=1)C.OC1C(F)=CC(CCC(OCC)=O)=CC=1F.[CH2:33]([C:35]1[CH:40]=[CH:39][C:38]([C:41]2[CH:45]=[C:44]([CH3:46])[S:43][C:42]=2[CH2:47][O:48][C:49]2[C:54]([F:55])=[CH:53][C:52]([CH2:56][CH2:57][C:58]([O:60]CC)=[O:59])=[CH:51][C:50]=2[F:63])=[CH:37][CH:36]=1)[CH3:34], predict the reaction product. The product is: [CH2:33]([C:35]1[CH:40]=[CH:39][C:38]([C:41]2[CH:45]=[C:44]([CH3:46])[S:43][C:42]=2[CH2:47][O:48][C:49]2[C:50]([F:63])=[CH:51][C:52]([CH2:56][CH2:57][C:58]([OH:60])=[O:59])=[CH:53][C:54]=2[F:55])=[CH:37][CH:36]=1)[CH3:34]. (2) Given the reactants [O-]CC.[K+].[C:5]([O:12][CH2:13][CH3:14])(=[O:11])[C:6]([O:8]CC)=O.[CH3:15][C:16]1[C:21]([N+:22]([O-:24])=[O:23])=[CH:20][CH:19]=[CH:18][N:17]=1, predict the reaction product. The product is: [CH2:13]([O:12][C:5](=[O:11])[C:6](=[O:8])[CH2:15][C:16]1[C:21]([N+:22]([O-:24])=[O:23])=[CH:20][CH:19]=[CH:18][N:17]=1)[CH3:14]. (3) The product is: [F:1][C:2]1[CH:3]=[CH:4][C:5]([CH2:6][N:7]2[CH2:12][CH2:11][N:10]3[C:13](=[O:19])[C:14]([I:23])=[C:15]([OH:18])[C:16]([OH:17])=[C:9]3[C:8]2=[O:20])=[CH:21][CH:22]=1. Given the reactants [F:1][C:2]1[CH:22]=[CH:21][C:5]([CH2:6][N:7]2[CH2:12][CH2:11][N:10]3[C:13](=[O:19])[CH:14]=[C:15]([OH:18])[C:16]([OH:17])=[C:9]3[C:8]2=[O:20])=[CH:4][CH:3]=1.[I:23]Cl, predict the reaction product. (4) Given the reactants [Br:1][C:2]1[CH:3]=[C:4]([C:8]([C:16]2[CH:21]=[C:20]([Cl:22])[CH:19]=[C:18]([F:23])[C:17]=2[C:24]#[N:25])=[N:9]S(C(C)(C)C)=O)[CH:5]=[CH:6][CH:7]=1.Br[C:27]1[CH:32]=[CH:31][N:30]=[C:29]([CH3:33])[CH:28]=1, predict the reaction product. The product is: [Br:1][C:2]1[CH:3]=[C:4]([C:8]2([C:27]3[CH:32]=[CH:31][N:30]=[C:29]([CH3:33])[CH:28]=3)[C:16]3[C:17](=[C:18]([F:23])[CH:19]=[C:20]([Cl:22])[CH:21]=3)[C:24]([NH2:25])=[N:9]2)[CH:5]=[CH:6][CH:7]=1.